The task is: Predict the reaction yield, written as a fraction of the theoretical maximum amount of product (1.0 means a 100% yield; for example, 0.34 means a 34% yield).. This data is from Reaction yield outcomes from USPTO patents with 853,638 reactions. (1) The catalyst is O. The reactants are [Br:1][C:2]1[CH:7]=[CH:6][C:5]([O:8][CH:9]([F:11])[F:10])=[C:4]([O:12][CH:13]([CH:16]2[CH2:18][CH2:17]2)[C:14]#[CH:15])[CH:3]=1.C(N(CC)C1C=CC=CC=1)C.Cl. The product is [Br:1][C:2]1[CH:7]=[CH:6][C:5]([O:8][CH:9]([F:11])[F:10])=[C:4]2[C:3]=1[CH:15]=[CH:14][CH:13]([CH:16]1[CH2:18][CH2:17]1)[O:12]2. The yield is 0.630. (2) The reactants are Cl[C:2]1[C:3]2[CH:20]=[CH:19][C:18](=[O:21])[N:17]([C:22]3[C:27]([F:28])=[CH:26][CH:25]=[CH:24][C:23]=3[F:29])[C:4]=2[N:5]=[C:6]([NH:8][CH2:9][CH2:10][CH2:11][N:12]([CH2:15][CH3:16])[CH2:13][CH3:14])[N:7]=1.CC1(C)C(C)(C)OB([C:38]2[CH:46]=[CH:45][C:41]([C:42]([OH:44])=[O:43])=[CH:40][CH:39]=2)O1.C(=O)([O-])[O-].[K+].[K+]. The catalyst is O1CCOCC1.O.C1C=CC([P]([Pd]([P](C2C=CC=CC=2)(C2C=CC=CC=2)C2C=CC=CC=2)([P](C2C=CC=CC=2)(C2C=CC=CC=2)C2C=CC=CC=2)[P](C2C=CC=CC=2)(C2C=CC=CC=2)C2C=CC=CC=2)(C2C=CC=CC=2)C2C=CC=CC=2)=CC=1. The product is [CH2:13]([N:12]([CH2:15][CH3:16])[CH2:11][CH2:10][CH2:9][NH:8][C:6]1[N:7]=[C:2]([C:38]2[CH:46]=[CH:45][C:41]([C:42]([OH:44])=[O:43])=[CH:40][CH:39]=2)[C:3]2[CH:20]=[CH:19][C:18](=[O:21])[N:17]([C:22]3[C:27]([F:28])=[CH:26][CH:25]=[CH:24][C:23]=3[F:29])[C:4]=2[N:5]=1)[CH3:14]. The yield is 0.720. (3) The catalyst is CO. The reactants are [O:1]1[C:5]2[CH:6]=[CH:7][C:8]([C:10]3([C:14](=[O:34])[CH2:15][N:16]4[CH2:21][CH2:20][CH2:19][CH:18]([CH2:22][O:23][C:24]5[CH:29]=[CH:28][C:27]([C:30]([F:33])([F:32])[F:31])=[CH:26][CH:25]=5)[CH2:17]4)[CH2:13][CH2:12][CH2:11]3)=[CH:9][C:4]=2[O:3][CH2:2]1.[BH4-].[Na+].O. The product is [O:1]1[C:5]2[CH:6]=[CH:7][C:8]([C:10]3([CH:14]([OH:34])[CH2:15][N:16]4[CH2:21][CH2:20][CH2:19][CH:18]([CH2:22][O:23][C:24]5[CH:29]=[CH:28][C:27]([C:30]([F:33])([F:31])[F:32])=[CH:26][CH:25]=5)[CH2:17]4)[CH2:13][CH2:12][CH2:11]3)=[CH:9][C:4]=2[O:3][CH2:2]1. The yield is 0.660. (4) The reactants are [CH3:1][O:2][C:3]1[CH:4]=[C:5]2[C:10](=[CH:11][C:12]=1[O:13][CH3:14])[N:9]=[CH:8][N:7]=[C:6]2[O:15][C:16]1[CH:22]=[CH:21][C:19]([NH2:20])=[CH:18][CH:17]=1.C(N(CC)CC)C.ClC(Cl)(O[C:34](=[O:40])OC(Cl)(Cl)Cl)Cl.[CH:42]([N:45]([CH:49]([CH3:51])[CH3:50])[CH2:46][CH2:47][NH2:48])([CH3:44])[CH3:43]. The catalyst is C(Cl)(Cl)Cl.O. The product is [CH:42]([N:45]([CH:49]([CH3:51])[CH3:50])[CH2:46][CH2:47][NH:48][C:34]([NH:20][C:19]1[CH:21]=[CH:22][C:16]([O:15][C:6]2[C:5]3[C:10](=[CH:11][C:12]([O:13][CH3:14])=[C:3]([O:2][CH3:1])[CH:4]=3)[N:9]=[CH:8][N:7]=2)=[CH:17][CH:18]=1)=[O:40])([CH3:44])[CH3:43]. The yield is 0.370. (5) The reactants are [Br:1][C:2]1[CH:12]=[CH:11][CH:10]=[C:9]([Br:13])[C:3]=1[O:4][CH2:5][C:6]([NH2:8])=O.B.CSC.[ClH:18]. The catalyst is O1CCCC1. The product is [ClH:18].[Br:1][C:2]1[CH:12]=[CH:11][CH:10]=[C:9]([Br:13])[C:3]=1[O:4][CH2:5][CH2:6][NH2:8]. The yield is 0.733. (6) The reactants are [Cl:1][C:2]1[C:19]([Cl:20])=[CH:18][C:5]2[N:6]([C@H:9]3[CH2:14][C@H:13]([OH:15])[C@@H:12]([CH2:16][OH:17])[O:11][CH2:10]3)[CH:7]=[N:8][C:4]=2[CH:3]=1.CN(C=O)C.N1C=CN=C1.[Si:31](Cl)([C:34]([CH3:37])([CH3:36])[CH3:35])([CH3:33])[CH3:32]. The catalyst is O. The product is [Cl:1][C:2]1[C:19]([Cl:20])=[CH:18][C:5]2[N:6]([C@H:9]3[CH2:14][C@H:13]([OH:15])[C@@H:12]([CH2:16][O:17][Si:31]([C:34]([CH3:37])([CH3:36])[CH3:35])([CH3:33])[CH3:32])[O:11][CH2:10]3)[CH:7]=[N:8][C:4]=2[CH:3]=1. The yield is 0.500. (7) The reactants are [Si](OCC(C)C[C@H:12]1[C:17](=[O:18])[NH:16][C:15]2[CH:19]=[CH:20][CH:21]=[CH:22][C:14]=2[O:13]1)(C(C)(C)C)(C)C.CCCC[N+](C[CH2:38][CH2:39][CH3:40])(CCCC)CCCC.[F-].C1C[O:45][CH2:44]C1. No catalyst specified. The product is [OH:45][CH2:44][C@@H:39]([CH3:38])[CH2:40][N:16]1[C:15]2[CH:19]=[CH:20][CH:21]=[CH:22][C:14]=2[O:13][CH2:12][C:17]1=[O:18]. The yield is 0.980.